From a dataset of Catalyst prediction with 721,799 reactions and 888 catalyst types from USPTO. Predict which catalyst facilitates the given reaction. (1) The catalyst class is: 10. Reactant: [F:1][C:2]1[CH:7]=[CH:6][C:5]([F:8])=[CH:4][C:3]=1[C:9]1[CH:18]=[CH:17][C:16]2[C:11](=[CH:12][CH:13]=[C:14]([O:19]C)[CH:15]=2)[C:10]=1[CH2:21][C:22]1[CH:36]=[CH:35][C:25]([O:26][CH2:27][CH2:28][N:29]2[CH2:34][CH2:33][CH2:32][CH2:31][CH2:30]2)=[CH:24][CH:23]=1.B(Br)(Br)Br.C(=O)(O)[O-].[Na+].C(Cl)(Cl)[Cl:47].C(O)(C)C. Product: [ClH:47].[F:1][C:2]1[CH:7]=[CH:6][C:5]([F:8])=[CH:4][C:3]=1[C:9]1[C:10]([CH2:21][C:22]2[CH:36]=[CH:35][C:25]([O:26][CH2:27][CH2:28][N:29]3[CH2:30][CH2:31][CH2:32][CH2:33][CH2:34]3)=[CH:24][CH:23]=2)=[C:11]2[C:16](=[CH:17][CH:18]=1)[CH:15]=[C:14]([OH:19])[CH:13]=[CH:12]2. (2) Reactant: [NH:1]1[CH2:4][CH:3]([CH2:5][N:6]2[C:14]3[C:9](=[CH:10][C:11]([O:15][CH:16]([F:18])[F:17])=[CH:12][CH:13]=3)[C:8]([C:19]3[N:20]=[C:21]4[C:27]([C:28]([NH:30][C:31]([CH3:34])([CH3:33])[CH3:32])=[O:29])=[CH:26][N:25]([CH2:35][O:36][CH2:37][CH2:38][Si:39]([CH3:42])([CH3:41])[CH3:40])[C:22]4=[N:23][CH:24]=3)=[N:7]2)[CH2:2]1.C=O.[C:45](O[BH-](OC(=O)C)OC(=O)C)(=O)C.[Na+]. Product: [C:31]([NH:30][C:28]([C:27]1[C:21]2[C:22](=[N:23][CH:24]=[C:19]([C:8]3[C:9]4[C:14](=[CH:13][CH:12]=[C:11]([O:15][CH:16]([F:18])[F:17])[CH:10]=4)[N:6]([CH2:5][CH:3]4[CH2:4][N:1]([CH3:45])[CH2:2]4)[N:7]=3)[N:20]=2)[N:25]([CH2:35][O:36][CH2:37][CH2:38][Si:39]([CH3:42])([CH3:41])[CH3:40])[CH:26]=1)=[O:29])([CH3:33])([CH3:34])[CH3:32]. The catalyst class is: 5. (3) Reactant: CC1C=CC(S(O[CH2:12][C@@H:13]2[O:18][C:17]3[CH:19]=[C:20]([F:23])[CH:21]=[CH:22][C:16]=3[O:15][CH2:14]2)(=O)=O)=CC=1.C([O-])([O-])=O.[K+].[K+].[NH:30]1[CH2:34][CH2:33][CH2:32][CH2:31]1. Product: [F:23][C:20]1[CH:21]=[CH:22][C:16]2[O:15][CH2:14][C@H:13]([CH2:12][N:30]3[CH2:34][CH2:33][CH2:32][CH2:31]3)[O:18][C:17]=2[CH:19]=1. The catalyst class is: 10. (4) Product: [C:43]([OH:50])(=[O:49])/[CH:44]=[CH:45]\[C:46]([OH:48])=[O:47].[Cl:1][C:2]1[CH:3]=[C:4]([NH:16][C:17]2[C:26]3[C:21](=[CH:22][C:23]([O:38][CH2:39][CH3:40])=[C:24]([NH:27][C:28](=[O:37])/[CH:29]=[CH:30]/[C@H:31]4[CH2:35][CH2:34][CH2:33][N:32]4[CH3:36])[CH:25]=3)[N:20]=[CH:19][C:18]=2[C:41]#[N:42])[CH:5]=[CH:6][C:7]=1[O:8][CH2:9][C:10]1[CH:15]=[CH:14][CH:13]=[CH:12][N:11]=1. The catalyst class is: 4. Reactant: [Cl:1][C:2]1[CH:3]=[C:4]([NH:16][C:17]2[C:26]3[C:21](=[CH:22][C:23]([O:38][CH2:39][CH3:40])=[C:24]([NH:27][C:28](=[O:37])/[CH:29]=[CH:30]/[C@H:31]4[CH2:35][CH2:34][CH2:33][N:32]4[CH3:36])[CH:25]=3)[N:20]=[CH:19][C:18]=2[C:41]#[N:42])[CH:5]=[CH:6][C:7]=1[O:8][CH2:9][C:10]1[CH:15]=[CH:14][CH:13]=[CH:12][N:11]=1.[C:43]([OH:50])(=[O:49])/[CH:44]=[CH:45]\[C:46]([OH:48])=[O:47]. (5) Reactant: [CH2:1]([CH:3]([N:6]1[CH2:11][CH2:10][NH:9][CH2:8][CH2:7]1)[CH2:4][CH3:5])[CH3:2].[Cl:12][C:13]([O:15][C:16]1[C:25]2[C:20](=[CH:21][CH:22]=[CH:23][CH:24]=2)[CH:19]=[CH:18][CH:17]=1)=[O:14]. Product: [ClH:12].[C:16]1([O:15][C:13]([N:9]2[CH2:10][CH2:11][N:6]([CH:3]([CH2:4][CH3:5])[CH2:1][CH3:2])[CH2:7][CH2:8]2)=[O:14])[C:25]2[C:20](=[CH:21][CH:22]=[CH:23][CH:24]=2)[CH:19]=[CH:18][CH:17]=1. The catalyst class is: 2. (6) Reactant: [C:9](O[C:9]([O:11][C:12]([CH3:15])([CH3:14])[CH3:13])=[O:10])([O:11][C:12]([CH3:15])([CH3:14])[CH3:13])=[O:10].[C:16]([NH:23][C@H:24]([CH2:28][NH2:29])[C:25]([OH:27])=[O:26])([O:18][C:19]([CH3:22])([CH3:21])[CH3:20])=[O:17].C(N(CC)CC)C.O. Product: [C:19]([O:18][C:16]([NH:23][C@H:24]([CH2:28][NH:29][C:9]([O:11][C:12]([CH3:13])([CH3:14])[CH3:15])=[O:10])[C:25]([OH:27])=[O:26])=[O:17])([CH3:22])([CH3:21])[CH3:20]. The catalyst class is: 12. (7) Reactant: C([O-])(=[O:3])C.[NH4+].CO[C@@H]1[C@@H](C(OC)=O)[C@@H]2[C@@H](CN3[C@H](C2)[C:17]2[NH:26][C:27]4[CH:32]=[C:31]([O:33][CH3:34])[CH:30]=[CH:29][C:28]=4[C:16]=2[CH2:15][CH2:14]3)C[C@H]1OC(C1C=C(OC)C(OC)=C(OC)C=1)=O. Product: [CH3:34][O:33][C:31]1[CH:32]=[C:27]2[C:28]([CH2:16][CH2:15][C:14](=[O:3])[N:26]2[CH3:17])=[CH:29][CH:30]=1. The catalyst class is: 10. (8) Reactant: [C:1]([O:4][C@H:5]1[C@@H:10]([O:11][C:12](=[O:14])[CH3:13])[C@H:9]([O:15][C:16](=[O:18])[CH3:17])[C@@H:8]([CH2:19][O:20][C:21](=[O:23])[CH3:22])[O:7][C@@H:6]1[Br:24])(=[O:3])[CH3:2].[NH2:25][C:26]([NH2:28])=[S:27]. The catalyst class is: 21. Product: [BrH:24].[C:1]([O:4][C@H:5]1[C@@H:10]([O:11][C:12](=[O:14])[CH3:13])[C@H:9]([O:15][C:16](=[O:18])[CH3:17])[C@@H:8]([CH2:19][O:20][C:21](=[O:23])[CH3:22])[O:7][C@@H:6]1[S:27][C:26](=[NH:25])[NH2:28])(=[O:3])[CH3:2]. (9) Reactant: Br[C:2]1[CH:7]=[CH:6][C:5]([C:8]([OH:14])([CH3:13])[C:9]([F:12])([F:11])[F:10])=[CH:4][CH:3]=1.[CH3:15][C:16]1([CH3:30])[CH2:21][O:20][B:19]([B:19]2[O:20][CH2:21][C:16]([CH3:30])([CH3:15])[CH2:17][O:18]2)[O:18][CH2:17]1.C([O-])(=O)C.[K+]. Product: [CH3:15][C:16]1([CH3:30])[CH2:21][O:20][B:19]([C:2]2[CH:7]=[CH:6][C:5]([C:8]([OH:14])([CH3:13])[C:9]([F:12])([F:11])[F:10])=[CH:4][CH:3]=2)[O:18][CH2:17]1. The catalyst class is: 587.